From a dataset of Catalyst prediction with 721,799 reactions and 888 catalyst types from USPTO. Predict which catalyst facilitates the given reaction. (1) Reactant: [F:1][CH:2]([F:24])[CH2:3][O:4][C@@H:5]1[CH2:9][N:8](C(OCC2C=CC=CC=2)=O)[C@H:7]([C:20]([O:22][CH3:23])=[O:21])[CH2:6]1. Product: [F:24][CH:2]([F:1])[CH2:3][O:4][C@@H:5]1[CH2:9][NH:8][C@H:7]([C:20]([O:22][CH3:23])=[O:21])[CH2:6]1. The catalyst class is: 5. (2) Reactant: [CH3:1][O:2][C:3](/[CH:5]=[CH:6]/[C:7]1[CH:15]=[CH:14][C:10]([C:11]([OH:13])=O)=[CH:9][CH:8]=1)=[O:4].[NH:16]1[CH2:22][CH2:21][CH2:20][CH2:19][C:18]2[CH:23]=[CH:24][CH:25]=[CH:26][C:17]1=2.C(N(CC)CC)C. Product: [CH3:1][O:2][C:3](=[O:4])/[CH:5]=[CH:6]/[C:7]1[CH:8]=[CH:9][C:10]([C:11]([N:16]2[CH2:22][CH2:21][CH2:20][CH2:19][C:18]3[CH:23]=[CH:24][CH:25]=[CH:26][C:17]2=3)=[O:13])=[CH:14][CH:15]=1. The catalyst class is: 166. (3) Reactant: [CH3:1][N:2]([CH3:41])[C:3]1[CH:8]=[CH:7][C:6]([C:9]2([C:32]3[CH:37]=[CH:36][C:35]([N:38]([CH3:40])[CH3:39])=[CH:34][CH:33]=3)[O:14][C:13]3[C:15]4[C:20]([CH:21]=[C:22]([C:23]([O:25][CH2:26][CH2:27][OH:28])=[O:24])[C:12]=3[CH:11]=[CH:10]2)=[CH:19][CH:18]=[C:17]([N:29]([CH3:31])[CH3:30])[CH:16]=4)=[CH:5][CH:4]=1.C(N(CC)CC)C.[C:49](Cl)(=[O:52])[CH2:50][CH3:51]. Product: [CH3:39][N:38]([CH3:40])[C:35]1[CH:36]=[CH:37][C:32]([C:9]2([C:6]3[CH:5]=[CH:4][C:3]([N:2]([CH3:41])[CH3:1])=[CH:8][CH:7]=3)[O:14][C:13]3[C:15]4[C:20]([CH:21]=[C:22]([C:23]([O:25][CH2:26][CH2:27][O:28][C:49](=[O:52])[CH2:50][CH3:51])=[O:24])[C:12]=3[CH:11]=[CH:10]2)=[CH:19][CH:18]=[C:17]([N:29]([CH3:30])[CH3:31])[CH:16]=4)=[CH:33][CH:34]=1. The catalyst class is: 2. (4) Reactant: [Br:1][C:2]1[CH:3]=[C:4]2[C:8](=[CH:9][CH:10]=1)[NH:7][CH:6]=[CH:5]2.[CH:11]([C:13]1[CH:18]=[CH:17][CH:16]=[CH:15][N:14]=1)=[CH2:12].[OH-].[Na+]. Product: [Br:1][C:2]1[CH:3]=[C:4]2[C:8](=[CH:9][CH:10]=1)[NH:7][CH:6]=[C:5]2[CH2:12][CH2:11][C:13]1[CH:18]=[CH:17][CH:16]=[CH:15][N:14]=1. The catalyst class is: 342. (5) Reactant: C1C=C(Cl)C=C(C(OO)=[O:9])C=1.[CH2:12]([C:15]1[S:16][C:17]2[C:26]3[CH:25]=[CH:24][C:23]([O:27][CH2:28][CH2:29][O:30][CH2:31][CH2:32][NH:33][C:34](=[O:40])[O:35][C:36]([CH3:39])([CH3:38])[CH3:37])=[CH:22][C:21]=3[N:20]=[CH:19][C:18]=2[N:41]=1)[CH2:13][CH3:14]. Product: [O-:9][N+:20]1[C:21]2[CH:22]=[C:23]([O:27][CH2:28][CH2:29][O:30][CH2:31][CH2:32][NH:33][C:34](=[O:40])[O:35][C:36]([CH3:39])([CH3:38])[CH3:37])[CH:24]=[CH:25][C:26]=2[C:17]2[S:16][C:15]([CH2:12][CH2:13][CH3:14])=[N:41][C:18]=2[CH:19]=1. The catalyst class is: 526. (6) Reactant: C[O:2][C:3]1[CH:4]=[CH:5][C:6]2[C:10]([C:11]3[NH:15][N:14]=[C:13]([NH:16][C:17]4[CH:22]=[CH:21][C:20]([S:23]([NH2:26])(=[O:25])=[O:24])=[CH:19][CH:18]=4)[CH:12]=3)=[CH:9][S:8][C:7]=2[CH:27]=1.OC1C=C(C2C3SC=C(C4NN=C(NC5C=CC(S(N)(=O)=O)=CC=5)C=4)C=3C=CC=2)C=CC=1. Product: [OH:2][C:3]1[CH:4]=[CH:5][C:6]2[C:10]([C:11]3[NH:15][N:14]=[C:13]([NH:16][C:17]4[CH:18]=[CH:19][C:20]([S:23]([NH2:26])(=[O:25])=[O:24])=[CH:21][CH:22]=4)[CH:12]=3)=[CH:9][S:8][C:7]=2[CH:27]=1. The catalyst class is: 6.